From a dataset of Catalyst prediction with 721,799 reactions and 888 catalyst types from USPTO. Predict which catalyst facilitates the given reaction. (1) Reactant: [N:1]1([C:7]2[N:8]=[C:9]([CH2:14][C:15]([O:17][CH2:18][CH3:19])=[O:16])[NH:10][C:11](=[O:13])[CH:12]=2)[CH2:6][CH2:5][O:4][CH2:3][CH2:2]1.[C:20](=O)([O-])[O-].[K+].[K+].CI. Product: [CH3:20][N:10]1[C:11](=[O:13])[CH:12]=[C:7]([N:1]2[CH2:2][CH2:3][O:4][CH2:5][CH2:6]2)[N:8]=[C:9]1[CH2:14][C:15]([O:17][CH2:18][CH3:19])=[O:16]. The catalyst class is: 12. (2) Product: [Cl:22][C:23]1[CH:24]=[C:25]([C:7]2[CH:8]=[CH:9][CH:10]=[C:11]3[C:16]=2[CH:15]=[C:14]([F:17])[C:13]([C:18]#[N:19])=[CH:12]3)[CH:26]=[N:27][C:28]=1[O:29][CH2:30][CH:31]([CH3:33])[CH3:32]. Reactant: FC(F)(F)S(O[C:7]1[C:16]2[C:11](=[CH:12][C:13]([C:18]#[N:19])=[C:14]([F:17])[CH:15]=2)[CH:10]=[CH:9][CH:8]=1)(=O)=O.[Cl:22][C:23]1[CH:24]=[C:25](C2C3C(=CC(C#N)=C(F)C=3)C=CN=2)[CH:26]=[N:27][C:28]=1[O:29][CH2:30][CH:31]([CH3:33])[CH3:32].C([O-])([O-])=O.[Cs+].[Cs+]. The catalyst class is: 117.